From a dataset of TCR-epitope binding with 47,182 pairs between 192 epitopes and 23,139 TCRs. Binary Classification. Given a T-cell receptor sequence (or CDR3 region) and an epitope sequence, predict whether binding occurs between them. The epitope is TPINLVRDL. Result: 0 (the TCR does not bind to the epitope). The TCR CDR3 sequence is CASRSGDSNQPQHF.